Dataset: Retrosynthesis with 50K atom-mapped reactions and 10 reaction types from USPTO. Task: Predict the reactants needed to synthesize the given product. Given the product Brc1ccc(-c2cn(CCN3CCCCC3)nc2OCc2ccccc2)cc1, predict the reactants needed to synthesize it. The reactants are: Brc1ccc(-c2c[nH]nc2OCc2ccccc2)cc1.ClCCN1CCCCC1.